From a dataset of Catalyst prediction with 721,799 reactions and 888 catalyst types from USPTO. Predict which catalyst facilitates the given reaction. (1) Reactant: [CH2:1]([N:4]1[CH:8]=[CH:7][CH:6]=[N:5]1)[CH2:2][CH3:3].[Li]CCCC.C(O[B:18]1[O:22][C:21]([CH3:24])([CH3:23])[C:20]([CH3:26])([CH3:25])[O:19]1)(C)C. Product: [CH2:1]([N:4]1[C:8]([B:18]2[O:22][C:21]([CH3:24])([CH3:23])[C:20]([CH3:26])([CH3:25])[O:19]2)=[CH:7][CH:6]=[N:5]1)[CH2:2][CH3:3]. The catalyst class is: 1. (2) Reactant: C(#N)C.[ClH:4].[CH3:5][N:6]([CH3:13])[CH2:7]/[CH:8]=[CH:9]/[C:10](O)=[O:11].C(Cl)(=O)C([Cl:17])=O.C(OC)(=O)C(OC)=O. Product: [ClH:17].[CH3:5][N:6]([CH3:13])[CH2:7][CH:8]=[CH:9][C:10]([Cl:4])=[O:11]. The catalyst class is: 9. (3) Reactant: [CH3:1][S:2](Cl)(=[O:4])=[O:3].[Cl:6][C:7]1[CH:8]=[C:9]([CH:25]=[CH:26][C:27]=1[Cl:28])[O:10][CH2:11][C:12]1[C:21]([CH2:22][CH2:23][CH3:24])=[CH:20][C:15]2[C:16]([NH2:19])=[N:17][O:18][C:14]=2[CH:13]=1.C(N(CC)CC)C. Product: [Cl:6][C:7]1[CH:8]=[C:9]([CH:25]=[CH:26][C:27]=1[Cl:28])[O:10][CH2:11][C:12]1[C:21]([CH2:22][CH2:23][CH3:24])=[CH:20][C:15]2[C:16]([NH:19][S:2]([CH3:1])(=[O:4])=[O:3])=[N:17][O:18][C:14]=2[CH:13]=1. The catalyst class is: 2. (4) Reactant: [CH3:1][C:2]1[S:6][C:5]([C:7]2[CH:12]=[CH:11][CH:10]=[CH:9][CH:8]=2)=[N:4][C:3]=1[CH2:13][O:14][C:15]1[N:20]=[CH:19][C:18]([CH2:21][O:22][C:23]2[CH:28]=[CH:27][CH:26]=[CH:25][C:24]=2[CH2:29][C:30]([O:32]C)=[O:31])=[CH:17][CH:16]=1.O1CCCC1.[OH-].[Na+].Cl. Product: [CH3:1][C:2]1[S:6][C:5]([C:7]2[CH:8]=[CH:9][CH:10]=[CH:11][CH:12]=2)=[N:4][C:3]=1[CH2:13][O:14][C:15]1[N:20]=[CH:19][C:18]([CH2:21][O:22][C:23]2[CH:28]=[CH:27][CH:26]=[CH:25][C:24]=2[CH2:29][C:30]([OH:32])=[O:31])=[CH:17][CH:16]=1. The catalyst class is: 72. (5) Reactant: Cl.[CH2:2]1[C:7]2([CH2:12][CH2:11][NH:10][CH2:9][CH2:8]2)[CH2:6][CH2:5][CH:4]([NH:13][C:14]2[C:19]([Cl:20])=[CH:18][N:17]=[C:16]([NH:21][C:22]3[N:23]=[CH:24][N:25]([CH3:27])[CH:26]=3)[N:15]=2)[CH2:3]1.[C:28]([CH2:30][C:31](O)=[O:32])#[N:29].C1C=NC2N(O)N=NC=2C=1.CCN=C=NCCCN(C)C. Product: [Cl:20][C:19]1[C:14]([NH:13][CH:4]2[CH2:5][CH2:6][C:7]3([CH2:8][CH2:9][N:10]([C:31](=[O:32])[CH2:30][C:28]#[N:29])[CH2:11][CH2:12]3)[CH2:2][CH2:3]2)=[N:15][C:16]([NH:21][C:22]2[N:23]=[CH:24][N:25]([CH3:27])[CH:26]=2)=[N:17][CH:18]=1. The catalyst class is: 59. (6) Reactant: [C:1]1([C:7]2[C:16]([C:17]3[CH:22]=[CH:21][CH:20]=[CH:19][CH:18]=3)=[N:15][C:14]3[C:9](=[CH:10][CH:11]=[CH:12][C:13]=3[NH2:23])[N:8]=2)[CH:6]=[CH:5][CH:4]=[CH:3][CH:2]=1.F[C:25]1[CH:30]=[CH:29][C:28]([N+:31]([O-:33])=[O:32])=[CH:27][CH:26]=1.CC(C)([O-])C.[K+]. Product: [C:1]1([C:7]2[C:16]([C:17]3[CH:18]=[CH:19][CH:20]=[CH:21][CH:22]=3)=[N:15][C:14]3[C:9](=[CH:10][CH:11]=[CH:12][C:13]=3[NH:23][C:25]3[CH:30]=[CH:29][C:28]([N+:31]([O-:33])=[O:32])=[CH:27][CH:26]=3)[N:8]=2)[CH:2]=[CH:3][CH:4]=[CH:5][CH:6]=1. The catalyst class is: 16.